Dataset: Catalyst prediction with 721,799 reactions and 888 catalyst types from USPTO. Task: Predict which catalyst facilitates the given reaction. (1) Reactant: ClC1C=CC=C(C(OO)=[O:9])C=1.[CH2:12]([S:19][CH2:20][C:21]1[C:22]([CH3:44])=[N:23][O:24][C:25]=1[C:26]1[CH:31]=[CH:30][C:29]([C:32]2[CH:37]=[CH:36][C:35]([C:38]3([C:41]([OH:43])=[O:42])[CH2:40][CH2:39]3)=[CH:34][CH:33]=2)=[CH:28][CH:27]=1)[C:13]1[CH:18]=[CH:17][CH:16]=[CH:15][CH:14]=1. Product: [CH3:44][C:22]1[C:21]([CH2:20][S:19]([CH2:12][C:13]2[CH:18]=[CH:17][CH:16]=[CH:15][CH:14]=2)=[O:9])=[C:25]([C:26]2[CH:31]=[CH:30][C:29]([C:32]3[CH:33]=[CH:34][C:35]([C:38]4([C:41]([OH:43])=[O:42])[CH2:40][CH2:39]4)=[CH:36][CH:37]=3)=[CH:28][CH:27]=2)[O:24][N:23]=1. The catalyst class is: 2. (2) Reactant: [CH:1]1([CH2:7][C@H:8]([N:12]2[CH2:16][C:15]([O:17][C:18]3[CH:23]=[CH:22][CH:21]=[C:20]([F:24])[CH:19]=3)=[CH:14][C:13]2=[O:25])[C:9]([OH:11])=O)[CH2:6][CH2:5][CH2:4][CH2:3][CH2:2]1.Cl.[CH3:27]N(C)CCCN=C=NCC.C(N(CC)C(C)C)(C)C.ON1C2C=CC=CC=2N=N1.Cl.[OH:58][C@@H:59]([CH2:89]O)[CH2:60][N:61]1[CH:65]=[CH:64][C:63]([NH:66]C(=O)[C@@H](N2CC(OC3C=CC=C(Cl)C=3Cl)=CC2=O)CC(C)C)=[N:62]1. Product: [CH:1]1([CH2:7][C@H:8]([N:12]2[CH2:16][C:15]([O:17][C:18]3[CH:23]=[CH:22][CH:21]=[C:20]([F:24])[CH:19]=3)=[CH:14][C:13]2=[O:25])[C:9]([NH:66][C:63]2[CH:64]=[CH:65][N:61]([CH2:60][C:59]([OH:58])([CH3:89])[CH3:27])[N:62]=2)=[O:11])[CH2:6][CH2:5][CH2:4][CH2:3][CH2:2]1. The catalyst class is: 96. (3) Reactant: Cl.[NH:2]1[CH2:6][CH2:5][CH:4]([C:7]2[CH:16]=[CH:15][CH:14]=[CH:13][C:8]=2[C:9]([O:11][CH3:12])=[O:10])[CH2:3]1.C(N(CC)CC)C.[CH3:24][C:25]([O:28][C:29](O[C:29]([O:28][C:25]([CH3:27])([CH3:26])[CH3:24])=[O:30])=[O:30])([CH3:27])[CH3:26]. The catalyst class is: 112. Product: [CH3:12][O:11][C:9]([C:8]1[CH:13]=[CH:14][CH:15]=[CH:16][C:7]=1[CH:4]1[CH2:5][CH2:6][N:2]([C:29]([O:28][C:25]([CH3:27])([CH3:26])[CH3:24])=[O:30])[CH2:3]1)=[O:10]. (4) Reactant: [NH2:1][C@@H:2]1[C:5](=[O:6])[NH:4][C@@H:3]1[CH2:7][N:8]1[N:12]=[C:11]([CH2:13][N:14]([C:22]([N:31]2[CH2:34][CH:33]([CH2:35][NH:36][C:37]([O:39][C:40]([CH3:43])([CH3:42])[CH3:41])=[O:38])[CH2:32]2)=[N:23][C:24]([O:26][C:27]([CH3:30])([CH3:29])[CH3:28])=[O:25])[C:15](=[O:21])[O:16][C:17]([CH3:20])([CH3:19])[CH3:18])[CH:10]=[N:9]1.[CH:44]([O:57][C:58]([C:60]1([O:63]/[N:64]=[C:65](/[C:69]2[N:70]=[C:71]([NH:74][C:75]([O:77][C:78]([CH3:81])([CH3:80])[CH3:79])=[O:76])[S:72][CH:73]=2)\[C:66](O)=[O:67])[CH2:62][CH2:61]1)=[O:59])([C:51]1[CH:56]=[CH:55][CH:54]=[CH:53][CH:52]=1)[C:45]1[CH:50]=[CH:49][CH:48]=[CH:47][CH:46]=1.CN(C(ON1N=NC2C=CC=NC1=2)=[N+](C)C)C.F[P-](F)(F)(F)(F)F.CCN(C(C)C)C(C)C. Product: [C:17]([O:16][C:15]([N:14]([CH2:13][C:11]1[CH:10]=[N:9][N:8]([CH2:7][C@@H:3]2[C@H:2]([NH:1][C:66](=[O:67])/[C:65](=[N:64]\[O:63][C:60]3([C:58]([O:57][CH:44]([C:45]4[CH:50]=[CH:49][CH:48]=[CH:47][CH:46]=4)[C:51]4[CH:56]=[CH:55][CH:54]=[CH:53][CH:52]=4)=[O:59])[CH2:62][CH2:61]3)/[C:69]3[N:70]=[C:71]([NH:74][C:75]([O:77][C:78]([CH3:81])([CH3:80])[CH3:79])=[O:76])[S:72][CH:73]=3)[C:5](=[O:6])[NH:4]2)[N:12]=1)[C:22]([N:31]1[CH2:34][CH:33]([CH2:35][NH:36][C:37]([O:39][C:40]([CH3:43])([CH3:42])[CH3:41])=[O:38])[CH2:32]1)=[N:23][C:24]([O:26][C:27]([CH3:29])([CH3:30])[CH3:28])=[O:25])=[O:21])([CH3:20])([CH3:18])[CH3:19]. The catalyst class is: 59. (5) Reactant: [NH2:1][C@H:2]1[CH2:6][CH2:5][N:4]([C:7]2[N:15]=[C:14]3[C:10]([N:11]=[CH:12][N:13]3[CH:16]([CH3:18])[CH3:17])=[C:9]([NH:19][C:20]3[CH:25]=[CH:24][C:23]([N:26]4[CH2:31][CH2:30][N:29]([CH3:32])[CH2:28][CH2:27]4)=[CH:22][CH:21]=3)[N:8]=2)[CH2:3]1.[C:33]([OH:38])([CH2:36][CH3:37])(C)C.C([O-])(O)=O.[Na+].C(Cl)(=O)C=C. Product: [CH:16]([N:13]1[CH:12]=[N:11][C:10]2[C:14]1=[N:15][C:7]([N:4]1[CH2:5][CH2:6][C@H:2]([NH:1][C:33](=[O:38])[CH:36]=[CH2:37])[CH2:3]1)=[N:8][C:9]=2[NH:19][C:20]1[CH:21]=[CH:22][C:23]([N:26]2[CH2:31][CH2:30][N:29]([CH3:32])[CH2:28][CH2:27]2)=[CH:24][CH:25]=1)([CH3:18])[CH3:17]. The catalyst class is: 2. (6) Reactant: [CH3:1][O:2][C:3]1[CH:8]=[CH:7][C:6]([N+:9]([O-:11])=[O:10])=[CH:5][C:4]=1[OH:12].C([O-])([O-])=O.[K+].[K+].[CH2:19](Br)[C:20]1[CH:25]=[CH:24][CH:23]=[CH:22][CH:21]=1.O. Product: [CH2:19]([O:12][C:4]1[CH:5]=[C:6]([N+:9]([O-:11])=[O:10])[CH:7]=[CH:8][C:3]=1[O:2][CH3:1])[C:20]1[CH:25]=[CH:24][CH:23]=[CH:22][CH:21]=1. The catalyst class is: 3. (7) Product: [O:13]=[C:12]1[C:4]2[C:5](=[N:6][CH:7]=[C:2]([C:23]3[CH:28]=[CH:27][CH:26]=[CH:25][CH:24]=3)[CH:3]=2)[CH:8]=[CH:9][C:10]2[CH:17]=[CH:16][C:15]([NH:18][S:19]([CH3:22])(=[O:21])=[O:20])=[CH:14][C:11]1=2. Reactant: Cl[C:2]1[CH:3]=[C:4]2[C:12](=[O:13])[C:11]3[CH:14]=[C:15]([NH:18][S:19]([CH3:22])(=[O:21])=[O:20])[CH:16]=[CH:17][C:10]=3[CH:9]=[CH:8][C:5]2=[N:6][CH:7]=1.[C:23]1(B(O)O)[CH:28]=[CH:27][CH:26]=[CH:25][CH:24]=1.C([O-])([O-])=O.[K+].[K+]. The catalyst class is: 752. (8) Reactant: [CH3:1][O:2][C:3]1[CH:4]=[C:5]2[C:10](=[CH:11][C:12]=1[O:13][CH3:14])[N:9]=[CH:8][CH:7]=[C:6]2[O:15][C:16]1[CH:22]=[CH:21][C:19]([NH2:20])=[C:18]([F:23])[CH:17]=1.C(N(CC)CC)C.Cl[C:32](Cl)([O:34]C(=O)OC(Cl)(Cl)Cl)Cl.[NH2:43][C:44]1[CH:48]=[C:47]([CH3:49])[O:46][N:45]=1. Product: [CH3:1][O:2][C:3]1[CH:4]=[C:5]2[C:10](=[CH:11][C:12]=1[O:13][CH3:14])[N:9]=[CH:8][CH:7]=[C:6]2[O:15][C:16]1[CH:22]=[CH:21][C:19]([NH:20][C:32]([NH:43][C:44]2[CH:48]=[C:47]([CH3:49])[O:46][N:45]=2)=[O:34])=[C:18]([F:23])[CH:17]=1. The catalyst class is: 146. (9) Reactant: [Cl:1][C:2]1[CH:3]=[C:4]2[C:8](=[CH:9][CH:10]=1)[NH:7][C:6]([C:11]([NH:13][CH:14]1[CH2:22][C:21]3[C:16](=[CH:17][CH:18]=[CH:19][CH:20]=3)[CH:15]1[NH:23][CH2:24][C:25]#[N:26])=[O:12])=[CH:5]2.[N-:27]=[N+:28]=[N-:29].[Na+].[Cl-].[NH4+].CCOC(C)=O. Product: [Cl:1][C:2]1[CH:3]=[C:4]2[C:8](=[CH:9][CH:10]=1)[NH:7][C:6]([C:11]([NH:13][C@@H:14]1[CH2:22][C:21]3[C:16](=[CH:17][CH:18]=[CH:19][CH:20]=3)[C@H:15]1[NH:23][CH2:24][C:25]1[NH:29][N:28]=[N:27][N:26]=1)=[O:12])=[CH:5]2. The catalyst class is: 44.